The task is: Predict which catalyst facilitates the given reaction.. This data is from Catalyst prediction with 721,799 reactions and 888 catalyst types from USPTO. (1) Reactant: [N:1]1([C:7]2[CH:12]=[CH:11][C:10]([NH:13][C:14]([C:16]3[CH2:21][CH2:20][CH2:19][CH2:18][C:17]=3[C:22]3[CH:27]=[CH:26][C:25]([C:28]([F:31])([F:30])[F:29])=[CH:24][CH:23]=3)=[O:15])=[CH:9][CH:8]=2)[CH2:6][CH2:5][NH:4][CH2:3][CH2:2]1.[CH:32]([C:34]1[CH:39]=[CH:38][CH:37]=[CH:36][N:35]=1)=[CH2:33].C(O)(=O)C. Product: [N:35]1[CH:36]=[CH:37][CH:38]=[CH:39][C:34]=1[CH2:32][CH2:33][N:4]1[CH2:5][CH2:6][N:1]([C:7]2[CH:8]=[CH:9][C:10]([NH:13][C:14]([C:16]3[CH2:21][CH2:20][CH2:19][CH2:18][C:17]=3[C:22]3[CH:23]=[CH:24][C:25]([C:28]([F:29])([F:31])[F:30])=[CH:26][CH:27]=3)=[O:15])=[CH:11][CH:12]=2)[CH2:2][CH2:3]1. The catalyst class is: 41. (2) Reactant: [CH3:1][N:2]1[CH:6]=[CH:5][C:4]([C:7]([OH:9])=O)=[N:3]1.C(Cl)(=O)C([Cl:13])=O. Product: [CH3:1][N:2]1[CH:6]=[CH:5][C:4]([C:7]([Cl:13])=[O:9])=[N:3]1. The catalyst class is: 4. (3) Reactant: CS([C:5]1[N:6]([C:15]2[CH:20]=[CH:19][C:18]([O:21][CH2:22][C:23]([F:26])([F:25])[F:24])=[CH:17][CH:16]=2)[C:7](=[O:14])[C:8]2[CH:13]=[CH:12][NH:11][C:9]=2[N:10]=1)(=O)=O.O.[NH2:28]N.C(O)C. Product: [NH2:28][C:5]1[N:6]([C:15]2[CH:20]=[CH:19][C:18]([O:21][CH2:22][C:23]([F:26])([F:25])[F:24])=[CH:17][CH:16]=2)[C:7](=[O:14])[C:8]2[CH:13]=[CH:12][NH:11][C:9]=2[N:10]=1. The catalyst class is: 6.